Dataset: Full USPTO retrosynthesis dataset with 1.9M reactions from patents (1976-2016). Task: Predict the reactants needed to synthesize the given product. (1) Given the product [F:20][CH:2]([F:1])[O:3][C:4]1[CH:5]=[CH:6][C:7]([CH:10]2[CH2:11][NH:12][CH2:13][CH:14]([C:15]([O:17][CH3:18])=[O:16])[CH2:19]2)=[CH:8][CH:9]=1, predict the reactants needed to synthesize it. The reactants are: [F:1][CH:2]([F:20])[O:3][C:4]1[CH:9]=[CH:8][C:7]([C:10]2[CH:11]=[N:12][CH:13]=[C:14]([CH:19]=2)[C:15]([O:17][CH3:18])=[O:16])=[CH:6][CH:5]=1. (2) Given the product [CH3:9][C:8]([CH3:10])([CH:7]=[O:11])[CH2:1][N:2]([CH3:5])[CH:3]=[O:4], predict the reactants needed to synthesize it. The reactants are: [CH3:1][NH:2][CH:3]=[O:4].[CH2:5]=O.[CH:7](=[O:11])[CH:8]([CH3:10])[CH3:9].Cl.[OH-].[Na+]. (3) Given the product [F:31][C:32]([F:46])([F:47])[C:33]1[CH:34]=[C:35]([C:28]2[O:27][C:22]3=[C:23]([NH2:26])[N:24]=[CH:25][C:20]([C:18]4[CH:17]=[N:16][N:15]([C@H:12]5[CH2:13][CH2:14][C@H:9]([O:8][Si:1]([C:4]([CH3:7])([CH3:6])[CH3:5])([CH3:3])[CH3:2])[CH2:10][CH2:11]5)[CH:19]=4)=[C:21]3[CH:29]=2)[CH:36]=[C:37]([C:39]([F:40])([F:41])[F:42])[CH:38]=1, predict the reactants needed to synthesize it. The reactants are: [Si:1]([O:8][C@H:9]1[CH2:14][CH2:13][C@H:12]([N:15]2[CH:19]=[C:18]([C:20]3[CH:25]=[N:24][C:23]([NH2:26])=[C:22]4[O:27][C:28](Cl)=[CH:29][C:21]=34)[CH:17]=[N:16]2)[CH2:11][CH2:10]1)([C:4]([CH3:7])([CH3:6])[CH3:5])([CH3:3])[CH3:2].[F:31][C:32]([F:47])([F:46])[C:33]1[CH:34]=[C:35](B(O)O)[CH:36]=[C:37]([C:39]([F:42])([F:41])[F:40])[CH:38]=1.C(=O)([O-])[O-].[K+].[K+]. (4) Given the product [Br:1][C:2]1[C:6]2[N:7]=[C:8]([Cl:12])[N:9]=[C:10]([N:13]3[CH2:18][CH2:17][O:16][CH2:15][CH2:14]3)[C:5]=2[S:4][CH:3]=1, predict the reactants needed to synthesize it. The reactants are: [Br:1][C:2]1[C:6]2[N:7]=[C:8]([Cl:12])[N:9]=[C:10](Cl)[C:5]=2[S:4][CH:3]=1.[NH:13]1[CH2:18][CH2:17][O:16][CH2:15][CH2:14]1.O. (5) Given the product [OH:32][C:18]([C:10]1[CH:11]=[C:12]([C:14]([O:16][CH3:17])=[O:15])[CH:13]=[C:8]([C:5]2[CH:6]=[CH:7][C:2]([CH3:1])=[CH:3][CH:4]=2)[N:9]=1)([CH3:20])[CH3:19], predict the reactants needed to synthesize it. The reactants are: [CH3:1][C:2]1[CH:7]=[CH:6][C:5]([C:8]2[CH:13]=[C:12]([C:14]([O:16][CH3:17])=[O:15])[CH:11]=[C:10]([C:18]([CH3:20])=[CH2:19])[N:9]=2)=[CH:4][CH:3]=1.[BH4-].C([N+](CC)(CC)CC)C.C([O-])(O)=[O:32].[Na+]. (6) Given the product [CH:15]1[C:10]2[C:2]3[S:1][C:5]4[CH:6]=[CH:7][CH:8]=[CH:9][C:4]=4[C:3]=3[C:17]([OH:19])=[CH:16][C:11]=2[CH:12]=[CH:13][CH:14]=1, predict the reactants needed to synthesize it. The reactants are: [S:1]1[C:5]2[CH:6]=[CH:7][CH:8]=[CH:9][C:4]=2[CH:3]=[C:2]1[C:10]1[CH:15]=[CH:14][CH:13]=[CH:12][C:11]=1[CH2:16][C:17]([OH:19])=O.S(Cl)(Cl)=O.[Cl-].[Cl-].[Cl-].[Al+3]. (7) Given the product [CH2:1]([N:5]1[C:10]2[CH:11]=[C:12]([C:15]([OH:17])=[O:16])[CH:13]=[CH:14][C:9]=2[O:8][CH2:7][CH2:6]1)[CH2:2][CH2:3][CH3:4], predict the reactants needed to synthesize it. The reactants are: [CH2:1]([N:5]1[C:10]2[CH:11]=[C:12]([C:15]([O:17]C)=[O:16])[CH:13]=[CH:14][C:9]=2[O:8][CH2:7][CH2:6]1)[CH2:2][CH2:3][CH3:4].[OH-].[K+]. (8) The reactants are: [F:1][C:2]1[CH:7]=[CH:6][C:5]([CH:8]2[CH2:13][CH2:12][CH2:11][CH2:10][N:9]2[S:14]([CH2:17][CH:18]([CH2:30][C:31]2[CH:36]=[CH:35][CH:34]=[CH:33][CH:32]=2)[C:19]([NH:21][O:22]CC2C=CC=CC=2)=[O:20])(=[O:16])=[O:15])=[CH:4][CH:3]=1. Given the product [OH:22][NH:21][C:19](=[O:20])[CH:18]([CH2:30][C:31]1[CH:32]=[CH:33][CH:34]=[CH:35][CH:36]=1)[CH2:17][S:14]([N:9]1[CH2:10][CH2:11][CH2:12][CH2:13][CH:8]1[C:5]1[CH:6]=[CH:7][C:2]([F:1])=[CH:3][CH:4]=1)(=[O:15])=[O:16], predict the reactants needed to synthesize it. (9) Given the product [CH:21]1([N:18]2[CH2:17][CH2:16][CH:15]([CH2:14][C:11]3[N:10]=[C:9]([C:6]4[CH:7]=[CH:8][C:3]([CH2:2][N:35]5[CH2:36][CH2:37][N:32]([C:26]6[CH:31]=[CH:30][CH:29]=[CH:28][CH:27]=6)[CH2:33][CH2:34]5)=[CH:4][CH:5]=4)[O:13][N:12]=3)[CH2:20][CH2:19]2)[CH2:22][CH2:23][CH2:24][CH2:25]1, predict the reactants needed to synthesize it. The reactants are: Cl[CH2:2][C:3]1[CH:8]=[CH:7][C:6]([C:9]2[O:13][N:12]=[C:11]([CH2:14][CH:15]3[CH2:20][CH2:19][N:18]([CH:21]4[CH2:25][CH2:24][CH2:23][CH2:22]4)[CH2:17][CH2:16]3)[N:10]=2)=[CH:5][CH:4]=1.[C:26]1([N:32]2[CH2:37][CH2:36][NH:35][CH2:34][CH2:33]2)[CH:31]=[CH:30][CH:29]=[CH:28][CH:27]=1.